Dataset: Catalyst prediction with 721,799 reactions and 888 catalyst types from USPTO. Task: Predict which catalyst facilitates the given reaction. Reactant: [O:1]=[C:2]1[C@@H:8]2[CH2:9][CH:4]([CH2:5][CH2:6][C@@H:7]2[NH:10][C:11](=[O:20])[O:12][CH2:13][C:14]2[CH:19]=[CH:18][CH:17]=[CH:16][CH:15]=2)[O:3]1.[Li+].[BH4-]. Product: [OH:3][C@@H:4]1[CH2:5][CH2:6][C@H:7]([NH:10][C:11](=[O:20])[O:12][CH2:13][C:14]2[CH:19]=[CH:18][CH:17]=[CH:16][CH:15]=2)[C@H:8]([CH2:2][OH:1])[CH2:9]1. The catalyst class is: 1.